From a dataset of Full USPTO retrosynthesis dataset with 1.9M reactions from patents (1976-2016). Predict the reactants needed to synthesize the given product. (1) Given the product [C:46]1([C:52]2[O:60][C:59]3[C:54](=[N:55][CH:56]=[CH:57][C:58]=3[O:61][C:62]3[CH:63]=[CH:64][C:65]([NH:66][C:10]([C:7]4[C:6](=[O:13])[N:5]([C:14]5[CH:15]=[CH:16][CH:17]=[CH:18][CH:19]=5)[N:4]([CH2:3][C:2]([OH:1])([CH3:20])[CH3:21])[C:8]=4[CH3:9])=[O:12])=[CH:67][CH:68]=3)[CH:53]=2)[CH:47]=[CH:48][CH:49]=[CH:50][CH:51]=1, predict the reactants needed to synthesize it. The reactants are: [OH:1][C:2]([CH3:21])([CH3:20])[CH2:3][N:4]1[C:8]([CH3:9])=[C:7]([C:10]([OH:12])=O)[C:6](=[O:13])[N:5]1[C:14]1[CH:19]=[CH:18][CH:17]=[CH:16][CH:15]=1.O=C1N(P(Cl)(N2CCOC2=O)=O)CCO1.C(N(CC)C(C)C)(C)C.[C:46]1([C:52]2[O:60][C:59]3[C:54](=[N:55][CH:56]=[CH:57][C:58]=3[O:61][C:62]3[CH:68]=[CH:67][C:65]([NH2:66])=[CH:64][CH:63]=3)[CH:53]=2)[CH:51]=[CH:50][CH:49]=[CH:48][CH:47]=1. (2) Given the product [BrH:33].[NH2:1][C:2]1[CH:7]=[CH:6][CH:5]=[CH:4][C:3]=1[NH:8][C:9](=[O:32])/[CH:10]=[CH:11]/[C:12]1[CH:16]=[CH:15][N:14]([S:17]([C:20]2[CH:25]=[CH:24][C:23]([C:26]3[CH:27]=[N:28][N:29]([CH3:31])[CH:30]=3)=[CH:22][CH:21]=2)(=[O:19])=[O:18])[CH:13]=1, predict the reactants needed to synthesize it. The reactants are: [NH2:1][C:2]1[CH:7]=[CH:6][CH:5]=[CH:4][C:3]=1[NH:8][C:9](=[O:32])/[CH:10]=[CH:11]/[C:12]1[CH:16]=[CH:15][N:14]([S:17]([C:20]2[CH:25]=[CH:24][C:23]([C:26]3[CH:27]=[N:28][N:29]([CH3:31])[CH:30]=3)=[CH:22][CH:21]=2)(=[O:19])=[O:18])[CH:13]=1.[BrH:33]. (3) Given the product [Si:5]([O:21][C@H:17]1[C@H:16]2[CH2:20][N:19]([C:13]3[CH:12]=[CH:11][C:10]([Cl:9])=[N:22][C:14]=3[NH:15]2)[CH2:18]1)([C:2]([CH3:4])([CH3:3])[CH3:1])([CH3:7])[CH3:6], predict the reactants needed to synthesize it. The reactants are: [CH3:1][C:2]([Si:5](Cl)([CH3:7])[CH3:6])([CH3:4])[CH3:3].[Cl:9][C:10]1[CH:11]=[CH:12][C:13]2[N:19]3[CH2:20][C@H:16]([C@H:17]([OH:21])[CH2:18]3)[NH:15][C:14]=2[N:22]=1.C(N(CC)CC)C. (4) Given the product [C:15]([C:17]1[CH:22]=[CH:21][C:20]([NH:23][C:24]([C:26]2[C:27]([C:32]([NH:1][C:2]3[CH:3]=[CH:4][C:5]([N:8]4[CH2:13][CH2:12][O:11][CH2:10][C:9]4=[O:14])=[CH:6][CH:7]=3)=[O:33])=[N:28][CH:29]=[CH:30][N:31]=2)=[O:25])=[CH:19][CH:18]=1)#[N:16], predict the reactants needed to synthesize it. The reactants are: [NH2:1][C:2]1[CH:7]=[CH:6][C:5]([N:8]2[CH2:13][CH2:12][O:11][CH2:10][C:9]2=[O:14])=[CH:4][CH:3]=1.[C:15]([C:17]1[CH:22]=[CH:21][C:20]([NH:23][C:24]([C:26]2[C:27]([C:32](O)=[O:33])=[N:28][CH:29]=[CH:30][N:31]=2)=[O:25])=[CH:19][CH:18]=1)#[N:16]. (5) Given the product [CH3:1][C:2]1[O:6][C:5]([C:7]2[CH:12]=[CH:11][CH:10]=[CH:9][CH:8]=2)=[N:4][C:3]=1[CH2:13][CH2:14][O:15][CH2:21][CH2:20][CH2:19][CH2:18][CH2:17][Br:16], predict the reactants needed to synthesize it. The reactants are: [CH3:1][C:2]1[O:6][C:5]([C:7]2[CH:12]=[CH:11][CH:10]=[CH:9][CH:8]=2)=[N:4][C:3]=1[CH2:13][CH2:14][OH:15].[Br:16][CH2:17][CH2:18][CH2:19][CH2:20][CH2:21]Br.[OH-].[Na+].[Br-].C([NH+](CCCC)CCCC)CCC.